From a dataset of Forward reaction prediction with 1.9M reactions from USPTO patents (1976-2016). Predict the product of the given reaction. (1) Given the reactants I[C:2]1[CH:7]=[CH:6][C:5]([O:8][CH3:9])=[CH:4][CH:3]=1.[CH3:10][O:11][C:12](=[O:37])[C:13]1[CH:18]=[CH:17][CH:16]=[C:15]([CH2:19][N:20]([C:31]2[CH:36]=[CH:35][CH:34]=[CH:33][CH:32]=2)[C:21](=[O:30])[C:22]#[C:23][C:24]2[CH:29]=[CH:28][CH:27]=[CH:26][CH:25]=2)[CH:14]=1, predict the reaction product. The product is: [CH3:10][O:11][C:12](=[O:37])[C:13]1[CH:18]=[CH:17][CH:16]=[C:15]([CH2:19][N:20]2[C:31]3[C:36](=[CH:35][CH:34]=[CH:33][CH:32]=3)/[C:22](=[C:23](\[C:2]3[CH:7]=[CH:6][C:5]([O:8][CH3:9])=[CH:4][CH:3]=3)/[C:24]3[CH:25]=[CH:26][CH:27]=[CH:28][CH:29]=3)/[C:21]2=[O:30])[CH:14]=1. (2) Given the reactants C([O:5][C:6](=[O:18])[CH2:7][O:8][C:9]1[CH:14]=[CH:13][C:12]([Cl:15])=[CH:11][C:10]=1[C:16]#[CH:17])(C)(C)C.Br[C:20]1[CH:21]=[C:22]([N:26]([CH3:31])[S:27]([CH3:30])(=[O:29])=[O:28])[CH:23]=[N:24][CH:25]=1, predict the reaction product. The product is: [Cl:15][C:12]1[CH:13]=[CH:14][C:9]([O:8][CH2:7][C:6]([OH:5])=[O:18])=[C:10]([C:16]#[C:17][C:20]2[CH:25]=[N:24][CH:23]=[C:22]([N:26]([CH3:31])[S:27]([CH3:30])(=[O:29])=[O:28])[CH:21]=2)[CH:11]=1. (3) Given the reactants O=[C:2]([C:6]1[CH:7]=[N:8][CH:9]=[CH:10][CH:11]=1)[CH2:3][C:4]#[N:5].[NH2:12][OH:13].Cl.[OH-].[Na+], predict the reaction product. The product is: [N:8]1[CH:9]=[CH:10][CH:11]=[C:6]([C:2]2[CH:3]=[C:4]([NH2:5])[O:13][N:12]=2)[CH:7]=1.